From a dataset of Catalyst prediction with 721,799 reactions and 888 catalyst types from USPTO. Predict which catalyst facilitates the given reaction. (1) Reactant: [NH:1]1C=CC=N1.ClC1C(C(NC2C=CC=CC=2[C:22]2[CH:27]=[C:26]([F:28])[C:25]([N:29]3[CH:33]=[CH:32][C:31]([C:34]([F:37])([F:36])[F:35])=[N:30]3)=[C:24]([F:38])[CH:23]=2)=O)=CC=CN=1.O.O.[Sn](Cl)Cl. Product: [F:38][C:24]1[CH:23]=[C:22]([NH2:1])[CH:27]=[C:26]([F:28])[C:25]=1[N:29]1[CH:33]=[CH:32][C:31]([C:34]([F:37])([F:36])[F:35])=[N:30]1. The catalyst class is: 8. (2) Reactant: [NH2:1][CH2:2][CH2:3][CH2:4][O:5][C:6]1[CH:7]=[CH:8][C:9]2[CH2:15][CH:14]([CH2:16][C:17]([O:19][CH2:20][CH3:21])=[O:18])[C:13]3[CH:22]=[CH:23][CH:24]=[CH:25][C:12]=3[CH2:11][C:10]=2[CH:26]=1.C(=O)(O)[O-].[Na+].Br[C:33]1[N:38]=[CH:37][CH:36]=[CH:35][N:34]=1. Product: [N:34]1[CH:35]=[CH:36][CH:37]=[N:38][C:33]=1[NH:1][CH2:2][CH2:3][CH2:4][O:5][C:6]1[CH:7]=[CH:8][C:9]2[CH2:15][CH:14]([CH2:16][C:17]([O:19][CH2:20][CH3:21])=[O:18])[C:13]3[CH:22]=[CH:23][CH:24]=[CH:25][C:12]=3[CH2:11][C:10]=2[CH:26]=1. The catalyst class is: 8. (3) Reactant: [C:1]1([CH2:11][C:12](O)=[O:13])[CH:6]=[CH:5][CH:4]=[CH:3][C:2]=1[CH2:7][C:8](O)=[O:9].[H-].[H-].[H-].[H-].[Li+].[Al+3].O.[OH-].[Na+]. Product: [C:2]1([CH2:7][CH2:8][OH:9])[CH:3]=[CH:4][CH:5]=[CH:6][C:1]=1[CH2:11][CH2:12][OH:13]. The catalyst class is: 1. (4) Reactant: [C:1]1([NH2:8])[CH:6]=[CH:5][CH:4]=[CH:3][C:2]=1[NH2:7].[CH2:9]([N:16]([CH2:21][C:22](O)=O)[CH2:17][C:18](O)=O)[C:10]1[CH:15]=[CH:14][CH:13]=[CH:12][CH:11]=1. Product: [NH:7]1[C:2]2[CH:3]=[CH:4][CH:5]=[CH:6][C:1]=2[N:8]=[C:18]1[CH2:17][N:16]([CH2:21][C:22]1[NH:8][C:1]2[CH:6]=[CH:5][CH:4]=[CH:3][C:2]=2[N:7]=1)[CH2:9][C:10]1[CH:15]=[CH:14][CH:13]=[CH:12][CH:11]=1. The catalyst class is: 196. (5) The catalyst class is: 20. Reactant: [F:1][C:2]1[CH:7]=[C:6]([Br:8])[C:5]([CH2:9][OH:10])=[C:4]([N:11]2[C:23](=[O:24])[C:22]3[S:21][C:20]4[CH2:19][CH2:18][CH2:17][CH2:16][C:15]=4[C:14]=3[CH:13]=[N:12]2)[CH:3]=1.CCN(CC)CC.[C:32](Cl)([CH3:34])=[O:33]. Product: [C:32]([O:10][CH2:9][C:5]1[C:6]([Br:8])=[CH:7][C:2]([F:1])=[CH:3][C:4]=1[N:11]1[C:23](=[O:24])[C:22]2[S:21][C:20]3[CH2:19][CH2:18][CH2:17][CH2:16][C:15]=3[C:14]=2[CH:13]=[N:12]1)(=[O:33])[CH3:34]. (6) Reactant: [O:1]1[C:10]2[CH:9]=[C:8]([CH2:11][N:12]3[CH2:17][CH2:16][C:15]([CH2:23][CH2:24][CH2:25][N:26]4[C:35]5[C:30](=[CH:31][CH:32]=[C:33]([O:36][CH3:37])[CH:34]=5)[CH:29]=[CH:28][C:27]4=[O:38])([C:18]([O:20]CC)=[O:19])[CH2:14][CH2:13]3)[N:7]=[CH:6][C:5]=2[O:4][CH2:3][CH2:2]1.[OH-].[Na+]. Product: [O:1]1[C:10]2[CH:9]=[C:8]([CH2:11][N:12]3[CH2:17][CH2:16][C:15]([CH2:23][CH2:24][CH2:25][N:26]4[C:35]5[C:30](=[CH:31][CH:32]=[C:33]([O:36][CH3:37])[CH:34]=5)[CH:29]=[CH:28][C:27]4=[O:38])([C:18]([OH:20])=[O:19])[CH2:14][CH2:13]3)[N:7]=[CH:6][C:5]=2[O:4][CH2:3][CH2:2]1. The catalyst class is: 8. (7) Reactant: [F:1][C:2]1[CH:25]=[CH:24][C:5]([CH2:6][N:7]2[CH2:16][CH2:15][CH:14]3[C:9](=[C:10]([OH:22])[C:11](=[O:21])[N:12]([CH3:20])[CH:13]3[C:17](O)=[O:18])[C:8]2=[O:23])=[CH:4][CH:3]=1.C(Cl)CCl.Cl.[CH3:31][NH:32][CH3:33].C1C=CC2N(O)N=NC=2C=1.C(N(CC)CC)C. Product: [CH3:31][N:32]([CH3:33])[C:17]([CH:13]1[N:12]([CH3:20])[C:11](=[O:21])[C:10]([OH:22])=[C:9]2[CH:14]1[CH2:15][CH2:16][N:7]([CH2:6][C:5]1[CH:4]=[CH:3][C:2]([F:1])=[CH:25][CH:24]=1)[C:8]2=[O:23])=[O:18]. The catalyst class is: 3.